This data is from Reaction yield outcomes from USPTO patents with 853,638 reactions. The task is: Predict the reaction yield, written as a fraction of the theoretical maximum amount of product (1.0 means a 100% yield; for example, 0.34 means a 34% yield). (1) The reactants are Br[C:2]1[CH:7]=[CH:6][CH:5]=[C:4]([F:8])[C:3]=1[C:9]1[O:10][CH:11]=[CH:12][N:13]=1.CCN(CC)CC.C[OH:22].O1C[CH2:27][O:26][CH2:25]C1.N#N. The catalyst is CCOC(C)=O.CC([O-])=O.CC([O-])=O.[Pd+2].C1(P(C2C=CC=CC=2)[C-]2C=CC=C2)C=CC=CC=1.[C-]1(P(C2C=CC=CC=2)C2C=CC=CC=2)C=CC=C1.[Fe+2]. The product is [F:8][C:4]1[C:3]([C:9]2[O:10][CH:11]=[CH:12][N:13]=2)=[C:2]([CH:7]=[CH:6][CH:5]=1)[C:27]([O:26][CH3:25])=[O:22]. The yield is 0.830. (2) The reactants are [CH3:1][O:2][C:3]1[CH:8]=[CH:7][C:6]([N:9]([CH3:30])[C:10]2[C:22]3[C:21]4[C:16](=[CH:17][CH:18]=[CH:19][CH:20]=4)[NH:15][C:14]=3[N:13]=[C:12]([NH:23]C(=O)C(C)(C)C)[N:11]=2)=[CH:5][CH:4]=1.[OH-].[Na+].ClC1C2C3C(=CC=CC=3)NC=2N=C(NC(=O)C(C)(C)C)N=1.COC1C=C(C=CC=1)NC. The catalyst is Cl.C(Cl)(Cl)Cl.CO.C(O)CCC. The product is [CH3:1][O:2][C:3]1[CH:4]=[CH:5][C:6]([N:9]([CH3:30])[C:10]2[C:22]3[C:21]4[C:16](=[CH:17][CH:18]=[CH:19][CH:20]=4)[NH:15][C:14]=3[N:13]=[C:12]([NH2:23])[N:11]=2)=[CH:7][CH:8]=1. The yield is 0.730. (3) The reactants are [O:1]1[CH2:4][C:3](=[O:5])[CH2:2]1.C[Li].[CH3:8]COCC.Cl[C:14]([O:16][C:17]1[CH:22]=[CH:21][C:20]([N+:23]([O-:25])=[O:24])=[CH:19][CH:18]=1)=[O:15]. The catalyst is C1COCC1. The product is [C:14](=[O:15])([O:16][C:17]1[CH:22]=[CH:21][C:20]([N+:23]([O-:25])=[O:24])=[CH:19][CH:18]=1)[O:5][C:3]1([CH3:8])[CH2:4][O:1][CH2:2]1. The yield is 0.140. (4) The reactants are [N:1]1([C:7]2[C:8]3[S:28][C:27]([CH2:29][N:30]4[CH2:35][CH2:34][N:33]([C:36]([CH3:41])([CH3:40])[C:37]([NH2:39])=[O:38])[CH2:32][CH2:31]4)=[CH:26][C:9]=3[N:10]=[C:11]([Sn](CCCC)(CCCC)CCCC)[N:12]=2)[CH2:6][CH2:5][O:4][CH2:3][CH2:2]1.Br[C:43]1[CH:48]=[N:47][CH:46]=[C:45]2[NH:49][CH:50]=[CH:51][C:44]=12. The catalyst is O1CCOCC1.C1C=CC([P]([Pd]([P](C2C=CC=CC=2)(C2C=CC=CC=2)C2C=CC=CC=2)([P](C2C=CC=CC=2)(C2C=CC=CC=2)C2C=CC=CC=2)[P](C2C=CC=CC=2)(C2C=CC=CC=2)C2C=CC=CC=2)(C2C=CC=CC=2)C2C=CC=CC=2)=CC=1.[Cu]I. The product is [CH3:40][C:36]([N:33]1[CH2:32][CH2:31][N:30]([CH2:29][C:27]2[S:28][C:8]3[C:7]([N:1]4[CH2:6][CH2:5][O:4][CH2:3][CH2:2]4)=[N:12][C:11]([C:43]4[CH:48]=[N:47][CH:46]=[C:45]5[NH:49][CH:50]=[CH:51][C:44]=45)=[N:10][C:9]=3[CH:26]=2)[CH2:35][CH2:34]1)([CH3:41])[C:37]([NH2:39])=[O:38]. The yield is 0.390. (5) The reactants are [Cl:1][C:2]1[CH:3]=[C:4]([N:8]2[C:12]3[C:13](=[O:24])[N:14]([C:17]4[CH:22]=[CH:21][C:20](I)=[CH:19][CH:18]=4)[CH2:15][CH2:16][C:11]=3[C:10]([S:25]([CH3:28])(=[O:27])=[O:26])=[N:9]2)[CH:5]=[CH:6][CH:7]=1.[C:29]1(=[O:35])[NH:34][CH2:33][CH2:32][CH2:31][CH2:30]1.C(=O)([O-])[O-].[K+].[K+].N1C2C(=CC=C3C=2N=CC=C3)C=CC=1.[OH-].[NH4+]. The catalyst is ClCCl. The product is [Cl:1][C:2]1[CH:3]=[C:4]([N:8]2[C:12]3[C:13](=[O:24])[N:14]([C:17]4[CH:22]=[CH:21][C:20]([N:34]5[CH2:33][CH2:32][CH2:31][CH2:30][C:29]5=[O:35])=[CH:19][CH:18]=4)[CH2:15][CH2:16][C:11]=3[C:10]([S:25]([CH3:28])(=[O:27])=[O:26])=[N:9]2)[CH:5]=[CH:6][CH:7]=1. The yield is 0.450. (6) The reactants are [N+:1]([C:4]1[CH:14]=[CH:13][C:7]([O:8][CH2:9][C:10]([OH:12])=O)=[CH:6][CH:5]=1)([O-:3])=[O:2].Cl.C(N(CC)CC)C.[C:23](=[N:26]O)([NH2:25])[CH3:24].CCN=C=NCCCN(C)C.Cl.C(N(C(C)C)CC)(C)C. The catalyst is C1COCC1. The product is [CH3:24][C:23]1[N:26]=[C:10]([CH2:9][O:8][C:7]2[CH:6]=[CH:5][C:4]([N+:1]([O-:3])=[O:2])=[CH:14][CH:13]=2)[O:12][N:25]=1. The yield is 0.600. (7) The reactants are CC(C)([O-])C.[K+].[Cl:7][C:8]1[CH:13]=[CH:12][C:11]([N+:14]([O-:16])=[O:15])=[CH:10][CH:9]=1.Cl[CH2:18][C:19]([O:21][CH2:22][CH3:23])=[O:20].Cl. The catalyst is CN(C=O)C. The product is [Cl:7][C:8]1[CH:13]=[CH:12][C:11]([N+:14]([O-:16])=[O:15])=[C:10]([CH2:18][C:19]([O:21][CH2:22][CH3:23])=[O:20])[CH:9]=1. The yield is 0.760. (8) The reactants are [F:1][C:2]1[C:7]([F:8])=[CH:6][CH:5]=[CH:4][C:3]=1[C:9]1[CH:14]=[CH:13][CH:12]=[C:11]([N:15]2[CH2:20][CH2:19][N:18](C(OC(C)(C)C)=O)[CH2:17][CH2:16]2)[CH:10]=1. The catalyst is FC(F)(F)C(O)=O.C(Cl)Cl. The product is [F:1][C:2]1[C:7]([F:8])=[CH:6][CH:5]=[CH:4][C:3]=1[C:9]1[CH:14]=[CH:13][CH:12]=[C:11]([N:15]2[CH2:16][CH2:17][NH:18][CH2:19][CH2:20]2)[CH:10]=1. The yield is 0.960. (9) The reactants are [CH3:1][N:2]1[C:7](=[O:8])[CH:6]=[C:5]([Cl:9])[NH:4][C:3]1=[O:10].Br[CH2:12][C:13]1[CH:20]=[C:19]([F:21])[CH:18]=[CH:17][C:14]=1[C:15]#[N:16].C([O-])([O-])=O.[K+].[K+]. The catalyst is CS(C)=O.O. The product is [Cl:9][C:5]1[N:4]([CH2:12][C:13]2[CH:20]=[C:19]([F:21])[CH:18]=[CH:17][C:14]=2[C:15]#[N:16])[C:3](=[O:10])[N:2]([CH3:1])[C:7](=[O:8])[CH:6]=1. The yield is 0.600.